From a dataset of Catalyst prediction with 721,799 reactions and 888 catalyst types from USPTO. Predict which catalyst facilitates the given reaction. (1) Reactant: [CH3:1][S:2][C:3]1[C:4]([C:25]2[CH:30]=[CH:29][CH:28]=[CH:27][CH:26]=2)=[N:5][C:6]2[C:11]([C:12]=1[C:13]([NH:15][C@H:16]([C:19]1[CH:24]=[CH:23][CH:22]=[CH:21][CH:20]=1)[CH2:17][CH3:18])=[O:14])=[CH:10][CH:9]=[CH:8][CH:7]=2.CC[OH:33]. Product: [CH3:1][S:2]([C:3]1[C:4]([C:25]2[CH:26]=[CH:27][CH:28]=[CH:29][CH:30]=2)=[N:5][C:6]2[C:11]([C:12]=1[C:13]([NH:15][C@H:16]([C:19]1[CH:20]=[CH:21][CH:22]=[CH:23][CH:24]=1)[CH2:17][CH3:18])=[O:14])=[CH:10][CH:9]=[CH:8][CH:7]=2)=[O:33]. The catalyst class is: 6. (2) Reactant: [C:1]1([S:7]([N:10]2[C:14]3=[N:15][CH:16]=[C:17]([CH2:19][CH:20]([OH:23])[CH2:21][OH:22])[CH:18]=[C:13]3[CH:12]=[CH:11]2)(=[O:9])=[O:8])[CH:6]=[CH:5][CH:4]=[CH:3][CH:2]=1.[C:24]1(C)[CH:29]=CC(S(O)(=O)=O)=C[CH:25]=1.COC(OC)(C)C. Product: [C:1]1([S:7]([N:10]2[C:14]3=[N:15][CH:16]=[C:17]([CH2:19][CH:20]4[CH2:21][O:22][C:24]([CH3:29])([CH3:25])[O:23]4)[CH:18]=[C:13]3[CH:12]=[CH:11]2)(=[O:9])=[O:8])[CH:2]=[CH:3][CH:4]=[CH:5][CH:6]=1. The catalyst class is: 4. (3) Reactant: [F:1][C:2]1[CH:3]=[C:4]([CH:44]=[C:45]([F:47])[CH:46]=1)[CH2:5][C@H:6]([NH:24][C:25]([C:27]1[N:31]2[CH2:32][CH2:33][N:34]([CH:37]([CH2:41][CH2:42][CH3:43])[CH2:38][CH2:39][CH3:40])[C:35](=[O:36])[C:30]2=[CH:29][CH:28]=1)=[O:26])[C@H:7]([OH:23])[CH2:8][NH:9][C:10]1([C:13]2[CH:18]=[CH:17][CH:16]=[C:15]([C:19]([F:22])([F:21])[F:20])[CH:14]=2)[CH2:12][CH2:11]1.[ClH:48]. Product: [ClH:48].[F:1][C:2]1[CH:3]=[C:4]([CH:44]=[C:45]([F:47])[CH:46]=1)[CH2:5][C@H:6]([NH:24][C:25]([C:27]1[N:31]2[CH2:32][CH2:33][N:34]([CH:37]([CH2:38][CH2:39][CH3:40])[CH2:41][CH2:42][CH3:43])[C:35](=[O:36])[C:30]2=[CH:29][CH:28]=1)=[O:26])[C@H:7]([OH:23])[CH2:8][NH:9][C:10]1([C:13]2[CH:18]=[CH:17][CH:16]=[C:15]([C:19]([F:21])([F:20])[F:22])[CH:14]=2)[CH2:12][CH2:11]1. The catalyst class is: 27. (4) Reactant: S(C1C=CC(C)=CC=1)(O)(=O)=O.[NH2:12][CH2:13][C@H:14]([CH2:19][C:20]1[CH:25]=[C:24]([Cl:26])[CH:23]=[CH:22][C:21]=1[O:27][CH3:28])[C:15]([O:17][CH3:18])=[O:16].[OH-].[Na+].[C:31](O[C:31]([O:33][C:34]([CH3:37])([CH3:36])[CH3:35])=[O:32])([O:33][C:34]([CH3:37])([CH3:36])[CH3:35])=[O:32].C(OCC)(=O)C. Product: [C:34]([O:33][C:31]([NH:12][CH2:13][C@@H:14]([CH2:19][C:20]1[CH:25]=[C:24]([Cl:26])[CH:23]=[CH:22][C:21]=1[O:27][CH3:28])[C:15]([O:17][CH3:18])=[O:16])=[O:32])([CH3:37])([CH3:36])[CH3:35]. The catalyst class is: 7. (5) Reactant: [I:1]I.[O:3]1[CH2:8][CH2:7][N:6]([C:9]2[CH:14]=[C:13]([NH2:15])[CH:12]=[CH:11][N:10]=2)[CH2:5][CH2:4]1.C(=O)([O-])[O-].[Na+].[Na+]. Product: [I:1][C:12]1[C:13]([NH2:15])=[CH:14][C:9]([N:6]2[CH2:7][CH2:8][O:3][CH2:4][CH2:5]2)=[N:10][CH:11]=1. The catalyst class is: 6. (6) Reactant: C1(S([N:10]2[C:18]3[C:13](=[CH:14][CH:15]=[CH:16][CH:17]=3)[C:12]([C:19]3[N:20]=[C:21]4[C:27]([C:28]([C:30]5([CH3:36])[CH2:35][CH2:34][CH2:33][CH2:32][CH2:31]5)=[O:29])=[CH:26][NH:25][C:22]4=[N:23][CH:24]=3)=[CH:11]2)(=O)=O)C=CC=CC=1. Product: [NH:10]1[C:18]2[C:13](=[CH:14][CH:15]=[CH:16][CH:17]=2)[C:12]([C:19]2[N:20]=[C:21]3[C:27]([C:28]([C:30]4([CH3:36])[CH2:31][CH2:32][CH2:33][CH2:34][CH2:35]4)=[O:29])=[CH:26][NH:25][C:22]3=[N:23][CH:24]=2)=[CH:11]1. The catalyst class is: 2. (7) Reactant: [NH2:1][CH2:2][C@H:3]1[CH2:8][CH2:7][CH2:6][N:5]([C:9]2[C:18]3[C:13](=[CH:14][C:15]([CH3:19])=[CH:16][CH:17]=3)[N:12]=[C:11]([C:20]3[CH:25]=[CH:24][CH:23]=[CH:22][C:21]=3[OH:26])[N:10]=2)[CH2:4]1.C(N(CC)CC)C.Cl[C:35]([O:37][C@H:38]1[CH2:42][CH2:41][O:40][CH2:39]1)=[O:36]. Product: [O:40]1[CH2:41][CH2:42][C@H:38]([O:37][C:35](=[O:36])[NH:1][CH2:2][C@H:3]2[CH2:8][CH2:7][CH2:6][N:5]([C:9]3[C:18]4[C:13](=[CH:14][C:15]([CH3:19])=[CH:16][CH:17]=4)[N:12]=[C:11]([C:20]4[CH:25]=[CH:24][CH:23]=[CH:22][C:21]=4[OH:26])[N:10]=3)[CH2:4]2)[CH2:39]1. The catalyst class is: 3.